Dataset: Peptide-MHC class II binding affinity with 134,281 pairs from IEDB. Task: Regression. Given a peptide amino acid sequence and an MHC pseudo amino acid sequence, predict their binding affinity value. This is MHC class II binding data. (1) The peptide sequence is AFILDKDNLFPKV. The MHC is HLA-DQA10501-DQB10201 with pseudo-sequence HLA-DQA10501-DQB10201. The binding affinity (normalized) is 0.588. (2) The peptide sequence is RDIFLSQHHPSSLLL. The MHC is DRB1_1501 with pseudo-sequence DRB1_1501. The binding affinity (normalized) is 0.618. (3) The peptide sequence is SQDLNLSWNLNGLQAY. The MHC is DRB1_0802 with pseudo-sequence DRB1_0802. The binding affinity (normalized) is 0.380. (4) The peptide sequence is GAVFLGFLGAAGSTMG. The MHC is DRB1_0405 with pseudo-sequence DRB1_0405. The binding affinity (normalized) is 0.571. (5) The peptide sequence is EHRWREIYNMVKFRM. The MHC is HLA-DQA10501-DQB10201 with pseudo-sequence HLA-DQA10501-DQB10201. The binding affinity (normalized) is 0.236. (6) The peptide sequence is VTKTSGSAASMVNGV. The MHC is DRB1_1101 with pseudo-sequence DRB1_1101. The binding affinity (normalized) is 0. (7) The peptide sequence is DFALIVNAPNHEGIQ. The MHC is DRB1_0101 with pseudo-sequence DRB1_0101. The binding affinity (normalized) is 0.644. (8) The peptide sequence is CDYVARKPESSRLLE. The MHC is DRB1_0101 with pseudo-sequence DRB1_0101. The binding affinity (normalized) is 0.413.